Task: Predict the reaction yield, written as a fraction of the theoretical maximum amount of product (1.0 means a 100% yield; for example, 0.34 means a 34% yield).. Dataset: Reaction yield outcomes from USPTO patents with 853,638 reactions The reactants are [P:1]([O:13][CH2:14][CH2:15][N:16]([CH2:19][CH2:20][C@@H:21]([NH:30][C:31]1[CH:36]=[CH:35][C:34]([S:37](=[O:69])(=[O:68])[NH:38][C:39](=[O:67])[C:40]2[CH:45]=[CH:44][C:43]([N:46]3[CH2:51][CH2:50][CH:49]([C@H:52]([C:54]4[CH:59]=[CH:58][CH:57]=[CH:56][C:55]=4[C:60]4[CH:65]=[CH:64][C:63]([Cl:66])=[CH:62][CH:61]=4)[OH:53])[CH2:48][CH2:47]3)=[CH:42][CH:41]=2)=[CH:33][C:32]=1[S:70]([C:73]([F:76])([F:75])[F:74])(=[O:72])=[O:71])[CH2:22][S:23][C:24]1[CH:29]=[CH:28][CH:27]=[CH:26][CH:25]=1)[CH2:17][CH3:18])([O:8]C(C)(C)C)([O:3]C(C)(C)C)=[O:2].Cl. The catalyst is C(Cl)Cl.CO. The product is [ClH:66].[P:1]([OH:8])([OH:3])([O:13][CH2:14][CH2:15][N:16]([CH2:19][CH2:20][C@@H:21]([NH:30][C:31]1[CH:36]=[CH:35][C:34]([S:37](=[O:69])(=[O:68])[NH:38][C:39](=[O:67])[C:40]2[CH:41]=[CH:42][C:43]([N:46]3[CH2:51][CH2:50][CH:49]([C@H:52]([C:54]4[CH:59]=[CH:58][CH:57]=[CH:56][C:55]=4[C:60]4[CH:61]=[CH:62][C:63]([Cl:66])=[CH:64][CH:65]=4)[OH:53])[CH2:48][CH2:47]3)=[CH:44][CH:45]=2)=[CH:33][C:32]=1[S:70]([C:73]([F:74])([F:76])[F:75])(=[O:71])=[O:72])[CH2:22][S:23][C:24]1[CH:29]=[CH:28][CH:27]=[CH:26][CH:25]=1)[CH2:17][CH3:18])=[O:2]. The yield is 0.950.